This data is from NCI-60 drug combinations with 297,098 pairs across 59 cell lines. The task is: Regression. Given two drug SMILES strings and cell line genomic features, predict the synergy score measuring deviation from expected non-interaction effect. (1) Drug 1: C1=CC(=C2C(=C1NCCNCCO)C(=O)C3=C(C=CC(=C3C2=O)O)O)NCCNCCO. Drug 2: C1CN(CCN1C(=O)CCBr)C(=O)CCBr. Cell line: NCI/ADR-RES. Synergy scores: CSS=14.4, Synergy_ZIP=-4.77, Synergy_Bliss=-2.98, Synergy_Loewe=-16.4, Synergy_HSA=0.160. (2) Drug 1: CS(=O)(=O)C1=CC(=C(C=C1)C(=O)NC2=CC(=C(C=C2)Cl)C3=CC=CC=N3)Cl. Drug 2: COC1=CC(=CC(=C1O)OC)C2C3C(COC3=O)C(C4=CC5=C(C=C24)OCO5)OC6C(C(C7C(O6)COC(O7)C8=CC=CS8)O)O. Cell line: NCI-H322M. Synergy scores: CSS=0.325, Synergy_ZIP=3.02, Synergy_Bliss=-2.08, Synergy_Loewe=-4.97, Synergy_HSA=-2.89.